This data is from Catalyst prediction with 721,799 reactions and 888 catalyst types from USPTO. The task is: Predict which catalyst facilitates the given reaction. (1) Reactant: [NH2:1][C:2]1[CH:3]=[C:4]([CH:16]=[CH:17][C:18]=1[NH2:19])[C:5]([NH:7][C:8]1[CH:13]=[CH:12][C:11]([CH3:14])=[C:10]([CH3:15])[CH:9]=1)=[O:6].[CH:20]([C:22]1[C:27]([CH3:28])=[CH:26][C:25]([NH:29][C:30](=[O:32])[CH3:31])=[CH:24][C:23]=1[CH3:33])=O. Product: [CH3:15][C:10]1[CH:9]=[C:8]([NH:7][C:5]([C:4]2[CH:16]=[CH:17][C:18]3[N:19]=[C:20]([C:22]4[C:23]([CH3:33])=[CH:24][C:25]([NH:29][C:30](=[O:32])[CH3:31])=[CH:26][C:27]=4[CH3:28])[NH:1][C:2]=3[CH:3]=2)=[O:6])[CH:13]=[CH:12][C:11]=1[CH3:14]. The catalyst class is: 5. (2) Reactant: [Br:1][C:2]1[CH:3]=[C:4]([N:8]2[CH2:12][C:11]3([CH2:17][CH2:16][CH2:15][CH2:14][CH2:13]3)[NH:10][C:9]2=[O:18])[CH:5]=[CH:6][CH:7]=1.[H-].[Na+].Br[CH2:22][C:23]([NH:25][C:26]1[CH:31]=[CH:30][CH:29]=[C:28]([C:32]([F:35])([F:34])[F:33])[CH:27]=1)=[O:24]. Product: [Br:1][C:2]1[CH:3]=[C:4]([N:8]2[CH2:12][C:11]3([CH2:17][CH2:16][CH2:15][CH2:14][CH2:13]3)[N:10]([CH2:22][C:23]([NH:25][C:26]3[CH:31]=[CH:30][CH:29]=[C:28]([C:32]([F:33])([F:34])[F:35])[CH:27]=3)=[O:24])[C:9]2=[O:18])[CH:5]=[CH:6][CH:7]=1. The catalyst class is: 3.